Dataset: NCI-60 drug combinations with 297,098 pairs across 59 cell lines. Task: Regression. Given two drug SMILES strings and cell line genomic features, predict the synergy score measuring deviation from expected non-interaction effect. (1) Drug 1: CN1C(=O)N2C=NC(=C2N=N1)C(=O)N. Drug 2: C(=O)(N)NO. Cell line: UO-31. Synergy scores: CSS=2.07, Synergy_ZIP=3.04, Synergy_Bliss=-0.113, Synergy_Loewe=-2.86, Synergy_HSA=-0.437. (2) Drug 1: CN1CCC(CC1)COC2=C(C=C3C(=C2)N=CN=C3NC4=C(C=C(C=C4)Br)F)OC. Drug 2: CC1=CC2C(CCC3(C2CCC3(C(=O)C)OC(=O)C)C)C4(C1=CC(=O)CC4)C. Cell line: MCF7. Synergy scores: CSS=-8.50, Synergy_ZIP=6.98, Synergy_Bliss=0.0306, Synergy_Loewe=-13.8, Synergy_HSA=-10.6. (3) Drug 1: CN1C2=C(C=C(C=C2)N(CCCl)CCCl)N=C1CCCC(=O)O.Cl. Drug 2: N.N.Cl[Pt+2]Cl. Cell line: OVCAR-5. Synergy scores: CSS=47.4, Synergy_ZIP=-0.320, Synergy_Bliss=0.0507, Synergy_Loewe=-18.0, Synergy_HSA=0.863. (4) Drug 1: CC1C(C(CC(O1)OC2CC(CC3=C2C(=C4C(=C3O)C(=O)C5=C(C4=O)C(=CC=C5)OC)O)(C(=O)C)O)N)O.Cl. Drug 2: CCN(CC)CCNC(=O)C1=C(NC(=C1C)C=C2C3=C(C=CC(=C3)F)NC2=O)C. Cell line: SK-MEL-5. Synergy scores: CSS=11.6, Synergy_ZIP=1.53, Synergy_Bliss=4.10, Synergy_Loewe=-16.7, Synergy_HSA=-3.04. (5) Drug 1: CC1=CC2C(CCC3(C2CCC3(C(=O)C)OC(=O)C)C)C4(C1=CC(=O)CC4)C. Drug 2: C1=CC=C(C=C1)NC(=O)CCCCCCC(=O)NO. Cell line: OVCAR3. Synergy scores: CSS=-0.0565, Synergy_ZIP=-2.77, Synergy_Bliss=-2.44, Synergy_Loewe=-21.0, Synergy_HSA=-5.05.